This data is from Catalyst prediction with 721,799 reactions and 888 catalyst types from USPTO. The task is: Predict which catalyst facilitates the given reaction. (1) Reactant: [Cl:1][C:2]1[CH:7]=[CH:6][C:5]([CH2:8][CH2:9][N:10]([CH2:32][CH2:33][CH2:34][CH2:35][CH2:36][CH2:37][CH3:38])[C:11](=[O:31])[CH2:12][C:13]2[CH:30]=[CH:29][C:16]([CH2:17][O:18][C:19]3[CH:28]=[CH:27][CH:26]=[CH:25][C:20]=3[C:21]([O:23]C)=[O:22])=[CH:15][CH:14]=2)=[CH:4][CH:3]=1.[OH-].[K+]. Product: [Cl:1][C:2]1[CH:3]=[CH:4][C:5]([CH2:8][CH2:9][N:10]([CH2:32][CH2:33][CH2:34][CH2:35][CH2:36][CH2:37][CH3:38])[C:11](=[O:31])[CH2:12][C:13]2[CH:30]=[CH:29][C:16]([CH2:17][O:18][C:19]3[CH:28]=[CH:27][CH:26]=[CH:25][C:20]=3[C:21]([OH:23])=[O:22])=[CH:15][CH:14]=2)=[CH:6][CH:7]=1. The catalyst class is: 14. (2) Reactant: [Cl:1][C:2]1[C:3]([C:43]([F:46])([F:45])[F:44])=[CH:4][C:5]2[N:9]=[C:8]([CH:10]([NH:12][C:13](=[O:19])OC(C)(C)C)[CH3:11])[N:7]([C:20]3[CH:25]=[CH:24][C:23]([CH2:26][CH2:27][NH:28][C:29]([NH:31][S:32]([C:35]4[CH:40]=[CH:39][C:38]([CH3:41])=[CH:37][CH:36]=4)(=[O:34])=[O:33])=[O:30])=[CH:22][CH:21]=3)[C:6]=2[CH:42]=1.F[C:48](F)(F)C(O)=O.O. Product: [Cl:1][C:2]1[C:3]([C:43]([F:46])([F:45])[F:44])=[CH:4][C:5]2[N:9]=[C:8]([CH:10]([NH:12][C:13](=[O:19])[CH3:48])[CH3:11])[N:7]([C:20]3[CH:21]=[CH:22][C:23]([CH2:26][CH2:27][NH:28][C:29]([NH:31][S:32]([C:35]4[CH:36]=[CH:37][C:38]([CH3:41])=[CH:39][CH:40]=4)(=[O:34])=[O:33])=[O:30])=[CH:24][CH:25]=3)[C:6]=2[CH:42]=1. The catalyst class is: 2. (3) Reactant: [Cl:1][C:2]1[CH:7]=[CH:6][C:5](B(O)O)=[CH:4][C:3]=1[C:11]([NH:13][CH2:14][C:15]12[CH2:24][CH:19]3[CH2:20][CH:21]([CH2:23][CH:17]([CH2:18]3)[CH2:16]1)[CH2:22]2)=[O:12].Br[C:26]1[CH:35]=[CH:34][C:33]([Cl:36])=[CH:32][C:27]=1[C:28]([O:30][CH3:31])=[O:29].C(=O)([O-])[O-].[K+].[K+].O1CCCC1. Product: [Cl:36][C:33]1[CH:32]=[C:27]([C:28]([O:30][CH3:31])=[O:29])[C:26]([C:5]2[CH:6]=[CH:7][C:2]([Cl:1])=[C:3]([C:11]([NH:13][CH2:14][C:15]34[CH2:24][CH:19]5[CH2:20][CH:21]([CH2:23][CH:17]([CH2:18]5)[CH2:16]3)[CH2:22]4)=[O:12])[CH:4]=2)=[CH:35][CH:34]=1. The catalyst class is: 189. (4) Reactant: B(Br)(Br)Br.[CH2:5]([C:8]1[CH:13]=[CH:12][C:11](OC)=[CH:10][CH:9]=1)[CH:6]=[CH2:7].C(=O)([O-])[O-:17].[Na+].[Na+].O. Product: [CH2:5]([C:8]1[CH:13]=[CH:12][CH:11]=[CH:10][C:9]=1[OH:17])[CH:6]=[CH2:7]. The catalyst class is: 4. (5) Reactant: C(=O)(O)[O-].[Na+].[O:6]1[CH2:11][CH2:10][N:9]([C:12]2[CH:19]=[CH:18][C:17]([N+:20]([O-:22])=[O:21])=[CH:16][C:13]=2[CH:14]=O)[CH2:8][CH2:7]1.[CH3:23][NH2:24].[BH4-].[Na+]. Product: [CH3:23][NH:24][CH2:14][C:13]1[CH:16]=[C:17]([N+:20]([O-:22])=[O:21])[CH:18]=[CH:19][C:12]=1[N:9]1[CH2:10][CH2:11][O:6][CH2:7][CH2:8]1. The catalyst class is: 24.